This data is from Catalyst prediction with 721,799 reactions and 888 catalyst types from USPTO. The task is: Predict which catalyst facilitates the given reaction. (1) Reactant: [CH2:1]([O:3][C:4](=[O:34])[C:5]([NH:30][C:31](=[O:33])[CH3:32])([CH:11]1[CH2:20][CH2:19][C:18]2[C:13](=[CH:14][CH:15]=[C:16]([CH2:21][CH2:22][CH2:23][CH2:24][CH2:25][CH2:26][CH2:27][CH3:28])[CH:17]=2)[CH:12]1O)[C:6]([O:8][CH2:9][CH3:10])=[O:7])[CH3:2].C(OCC)C. Product: [CH2:1]([O:3][C:4](=[O:34])[C:5]([NH:30][C:31](=[O:33])[CH3:32])([C:11]1[CH2:20][CH2:19][C:18]2[C:13](=[CH:14][CH:15]=[C:16]([CH2:21][CH2:22][CH2:23][CH2:24][CH2:25][CH2:26][CH2:27][CH3:28])[CH:17]=2)[CH:12]=1)[C:6]([O:8][CH2:9][CH3:10])=[O:7])[CH3:2]. The catalyst class is: 152. (2) Reactant: CO.[CH2:3]([N:10]([CH2:29][CH2:30][C:31](=[O:38])[C:32]1[CH:37]=[CH:36][CH:35]=[CH:34][CH:33]=1)[CH2:11][CH2:12][C:13]1[CH:28]=[CH:27][C:16]([O:17][C:18]2[CH:26]=[CH:25][C:21]([C:22]([NH2:24])=[O:23])=[CH:20][N:19]=2)=[CH:15][CH:14]=1)[C:4]1[CH:9]=[CH:8][CH:7]=[CH:6][CH:5]=1.[BH4-].[Na+]. Product: [CH2:3]([N:10]([CH2:29][CH2:30][CH:31]([OH:38])[C:32]1[CH:33]=[CH:34][CH:35]=[CH:36][CH:37]=1)[CH2:11][CH2:12][C:13]1[CH:28]=[CH:27][C:16]([O:17][C:18]2[CH:26]=[CH:25][C:21]([C:22]([NH2:24])=[O:23])=[CH:20][N:19]=2)=[CH:15][CH:14]=1)[C:4]1[CH:9]=[CH:8][CH:7]=[CH:6][CH:5]=1. The catalyst class is: 170. (3) Reactant: C([O:8][C:9]1[CH:14]=[CH:13][N:12]([CH2:15][C:16]2[CH:21]=[CH:20][CH:19]=[C:18]([F:22])[CH:17]=2)[C:11](=[O:23])[CH:10]=1)C1C=CC=CC=1. Product: [F:22][C:18]1[CH:17]=[C:16]([CH:21]=[CH:20][CH:19]=1)[CH2:15][N:12]1[CH:13]=[CH:14][C:9]([OH:8])=[CH:10][C:11]1=[O:23]. The catalyst class is: 8.